Dataset: Reaction yield outcomes from USPTO patents with 853,638 reactions. Task: Predict the reaction yield, written as a fraction of the theoretical maximum amount of product (1.0 means a 100% yield; for example, 0.34 means a 34% yield). (1) The reactants are [Br:1][C:2]1[C:3]([Cl:9])=[C:4]([CH:6]=[CH:7][CH:8]=1)[NH2:5].C[Al](C)C.[CH3:14][N:15]1[C:20]2[CH:21]=[CH:22][CH:23]=[CH:24][C:19]=2[C:18](=O)[O:17]C1=O.Cl. The catalyst is C1(C)C=CC=CC=1. The product is [Br:1][C:2]1[C:3]([Cl:9])=[C:4]([NH:5][C:18](=[O:17])[C:19]2[CH:24]=[CH:23][CH:22]=[CH:21][C:20]=2[NH:15][CH3:14])[CH:6]=[CH:7][CH:8]=1. The yield is 0.280. (2) The reactants are [CH3:1][C:2]1[C:6]2[CH:7]=[CH:8][CH:9]=[CH:10][C:5]=2[O:4][C:3]=1[CH:11]([NH:20][C:21]1[CH:29]=[CH:28][C:24]([C:25](O)=[O:26])=[CH:23][CH:22]=1)[CH2:12][O:13][C:14]1[CH:19]=[CH:18][CH:17]=[CH:16][CH:15]=1.Cl.[CH2:31]([O:33][C:34](=[O:38])[CH2:35][CH2:36][NH2:37])[CH3:32].O.ON1C2C=CC=CC=2N=N1.Cl.C(N=C=NCCCN(C)C)C.Cl. The catalyst is CN(C)C=O.C(N(CC)CC)C. The product is [CH3:1][C:2]1[C:6]2[CH:7]=[CH:8][CH:9]=[CH:10][C:5]=2[O:4][C:3]=1[CH:11]([NH:20][C:21]1[CH:22]=[CH:23][C:24]([C:25]([NH:37][CH2:36][CH2:35][C:34]([O:33][CH2:31][CH3:32])=[O:38])=[O:26])=[CH:28][CH:29]=1)[CH2:12][O:13][C:14]1[CH:19]=[CH:18][CH:17]=[CH:16][CH:15]=1. The yield is 0.500. (3) The product is [OH:36][C:31]1[CH:32]=[CH:33][CH:34]=[CH:35][C:30]=1[NH:29][C:10]([C@H:8]1[C@H:7]([C:1]2[CH:2]=[CH:3][CH:4]=[CH:5][CH:6]=2)[O:9]1)=[O:12]. The catalyst is C1COCC1. The reactants are [C:1]1([C@@H:7]2[O:9][C@H:8]2[C:10]([O-:12])=O)[CH:6]=[CH:5][CH:4]=[CH:3][CH:2]=1.[K+].ClC(OCC(C)C)=O.CN1CCOCC1.[NH2:29][C:30]1[CH:35]=[CH:34][CH:33]=[CH:32][C:31]=1[OH:36]. The yield is 0.770. (4) The reactants are C(N(CC)CC)C.[Br:8][C:9]1[C:10](Cl)=[N:11][C:12]([Cl:15])=[N:13][CH:14]=1.[CH3:17][O:18][CH2:19][C:20]([NH2:23])([CH3:22])[CH3:21].N1C=CC=NC=1. The catalyst is C(#N)C. The product is [Br:8][C:9]1[C:10]([NH:23][C:20]([CH3:22])([CH3:21])[CH2:19][O:18][CH3:17])=[N:11][C:12]([Cl:15])=[N:13][CH:14]=1. The yield is 0.230. (5) The yield is 0.470. The reactants are C([O:3][C:4](=[O:36])[CH:5]([C:29]1[CH:30]=[C:31]([CH3:35])[CH:32]=[CH:33][CH:34]=1)[CH2:6][C:7]1[CH:11]=[C:10]([C:12]2[CH:17]=[CH:16][C:15]([NH:18][CH2:19][CH:20]=[CH2:21])=[CH:14][CH:13]=2)[N:9]([C:22]2[CH:27]=[CH:26][C:25]([CH3:28])=[CH:24][CH:23]=2)[N:8]=1)C.C(P(C(C)(C)C)C1C=CC=CC=1C1C=CC=CC=1)(C)(C)C.[O-]P([O-])([O-])=O.[K+].[K+].[K+].C(OC(=O)C(C1C=C(C)C=CC=1)CC1C=C(C2C=CC(Br)=CC=2)N(C2C=CC(C)=CC=2)N=1)C.C(N)C=C. The product is [CH2:19]([NH:18][C:15]1[CH:14]=[CH:13][C:12]([C:10]2[N:9]([C:22]3[CH:27]=[CH:26][C:25]([CH3:28])=[CH:24][CH:23]=3)[N:8]=[C:7]([CH2:6][CH:5]([C:29]3[CH:30]=[C:31]([CH3:35])[CH:32]=[CH:33][CH:34]=3)[C:4]([OH:36])=[O:3])[CH:11]=2)=[CH:17][CH:16]=1)[CH:20]=[CH2:21]. The catalyst is C1(C)C=CC=CC=1.O.C(OCC)(=O)C. (6) The reactants are Cl[C:2]([O:4][C:5]1[CH:10]=[CH:9][CH:8]=[CH:7][CH:6]=1)=[O:3].[CH3:11][N:12]1[C:16]([CH:17]([C:24]2[CH:29]=[CH:28][CH:27]=[CH:26][CH:25]=2)[O:18][CH2:19][CH2:20][N:21](C)[CH3:22])=[CH:15][CH:14]=[N:13]1.C(=O)([O-])[O-].[K+].[K+]. The catalyst is ClCCl. The product is [CH3:11][N:12]1[C:16]([CH:17]([C:24]2[CH:29]=[CH:28][CH:27]=[CH:26][CH:25]=2)[O:18][CH2:19][CH2:20][N:21]([CH3:22])[C:2](=[O:3])[O:4][C:5]2[CH:10]=[CH:9][CH:8]=[CH:7][CH:6]=2)=[CH:15][CH:14]=[N:13]1. The yield is 0.815.